Dataset: Full USPTO retrosynthesis dataset with 1.9M reactions from patents (1976-2016). Task: Predict the reactants needed to synthesize the given product. (1) Given the product [BrH:22].[NH2:19][C:15]1[C:14]2[N:13]([C:12](=[S:20])[NH:11][C:10]=2[C:2]2[NH:1][C:9]3[C:4]([CH:3]=2)=[CH:5][CH:6]=[CH:7][CH:8]=3)[CH:18]=[CH:17][N:16]=1, predict the reactants needed to synthesize it. The reactants are: [NH:1]1[C:9]2[C:4](=[CH:5][CH:6]=[CH:7][CH:8]=2)[CH:3]=[C:2]1[C:10]1[N:11]=[C:12]([S:20]C)[N:13]2[CH:18]=[CH:17][N:16]=[C:15]([NH2:19])[C:14]=12.[BrH:22]. (2) Given the product [ClH:25].[NH2:10][C@@:11]1([C:35]([OH:37])=[O:36])[C@H:16]([O:17][CH2:18][C:19]2[CH:24]=[CH:23][C:22]([Cl:25])=[C:21]([Cl:26])[CH:20]=2)[C@@H:15]([OH:27])[C@@H:14]2[C@H:12]1[C@H:13]2[C:28]([OH:30])=[O:29], predict the reactants needed to synthesize it. The reactants are: O.Cl.C(OC([NH:10][C@@:11]1([C:35]([O:37]C(C)(C)C)=[O:36])[C@H:16]([O:17][CH2:18][C:19]2[CH:24]=[CH:23][C:22]([Cl:25])=[C:21]([Cl:26])[CH:20]=2)[C@@H:15]([OH:27])[C@@H:14]2[C@H:12]1[C@H:13]2[C:28]([O:30]C(C)(C)C)=[O:29])=O)(C)(C)C. (3) Given the product [CH3:26][C:20]([CH3:25])([CH2:21][CH2:22][CH2:23][CH3:24])[C:19]([NH:18][CH2:17][C@H:16]1[O:15][C:14]([CH3:28])([CH3:29])[N:13]([C:30]([O:32][C:33]([CH3:34])([CH3:35])[CH3:36])=[O:31])[C@H:12]1[CH2:11][C@H:10]([CH2:9][OH:8])[CH:37]([CH3:38])[CH3:39])=[O:27], predict the reactants needed to synthesize it. The reactants are: C([O:8][CH2:9][C@H:10]([CH:37]([CH3:39])[CH3:38])[CH2:11][C@H:12]1[C@@H:16]([CH2:17][NH:18][C:19](=[O:27])[C:20]([CH3:26])([CH3:25])[CH2:21][CH2:22][CH2:23][CH3:24])[O:15][C:14]([CH3:29])([CH3:28])[N:13]1[C:30]([O:32][C:33]([CH3:36])([CH3:35])[CH3:34])=[O:31])C1C=CC=CC=1. (4) Given the product [O:12]1[CH:16]=[CH:15][N:14]=[C:13]1[C:17]([C:19]1[CH:20]=[CH:21][C:22]([O:25][CH:26]2[CH2:31][CH2:30][CH2:29][CH2:28][O:27]2)=[CH:23][CH:24]=1)=[O:18], predict the reactants needed to synthesize it. The reactants are: C1C=C[NH+]=CC=1.[O-][Cr](Cl)(=O)=O.[O:12]1[CH:16]=[CH:15][N:14]=[C:13]1[CH:17]([C:19]1[CH:24]=[CH:23][C:22]([O:25][CH:26]2[CH2:31][CH2:30][CH2:29][CH2:28][O:27]2)=[CH:21][CH:20]=1)[OH:18].